From a dataset of Full USPTO retrosynthesis dataset with 1.9M reactions from patents (1976-2016). Predict the reactants needed to synthesize the given product. Given the product [I:24][CH2:11][CH:8]1[CH2:9][CH2:10][C:5]2([O:4][CH2:3][CH2:2][O:1]2)[CH2:6][CH2:7]1, predict the reactants needed to synthesize it. The reactants are: [O:1]1[C:5]2([CH2:10][CH2:9][CH:8]([CH2:11]O)[CH2:7][CH2:6]2)[O:4][CH2:3][CH2:2]1.C1(C)C=CC(S(Cl)(=O)=O)=CC=1.[I-:24].[Na+].